This data is from Reaction yield outcomes from USPTO patents with 853,638 reactions. The task is: Predict the reaction yield, written as a fraction of the theoretical maximum amount of product (1.0 means a 100% yield; for example, 0.34 means a 34% yield). (1) The reactants are [Cl:1][C:2]1[CH:7]=[C:6]([C:8]#N)[CH:5]=[CH:4][C:3]=1[NH:10][C:11]([C:13]1[N:17]=[C:16]([C:18]([Cl:21])([Cl:20])[Cl:19])[N:15]([C:22]2[CH:27]=[CH:26][C:25]([Cl:28])=[C:24]([Cl:29])[CH:23]=2)[N:14]=1)=[O:12].CC(C[AlH]CC(C)C)C.C(OCC)(=[O:41])C.CCCCCCC.O. The catalyst is C(Cl)Cl. The product is [Cl:1][C:2]1[CH:7]=[C:6]([CH:8]=[O:41])[CH:5]=[CH:4][C:3]=1[NH:10][C:11]([C:13]1[N:17]=[C:16]([C:18]([Cl:21])([Cl:20])[Cl:19])[N:15]([C:22]2[CH:27]=[CH:26][C:25]([Cl:28])=[C:24]([Cl:29])[CH:23]=2)[N:14]=1)=[O:12]. The yield is 0.330. (2) The reactants are [CH3:1][C:2]1[C:6]([C:7](OC)=[O:8])=[C:5]([CH3:11])[O:4][N:3]=1.[H-].[H-].[H-].[H-].[Li+].[Al+3]. The catalyst is C1COCC1. The product is [CH3:1][C:2]1[C:6]([CH2:7][OH:8])=[C:5]([CH3:11])[O:4][N:3]=1. The yield is 0.680. (3) The reactants are [NH2:1][C:2]1[C:11]([OH:12])=[C:10]2[C:5]([C:6](=[O:20])[C:7]([I:19])=[C:8]([C:13]3[CH:18]=[CH:17][CH:16]=[CH:15][CH:14]=3)[O:9]2)=[CH:4][CH:3]=1.[C:21]1(C)C=CC(S(O)(=O)=O)=CC=1. The catalyst is COC(OC)OC. The product is [I:19][C:7]1[C:6](=[O:20])[C:5]2[CH:4]=[CH:3][C:2]3[N:1]=[CH:21][O:12][C:11]=3[C:10]=2[O:9][C:8]=1[C:13]1[CH:18]=[CH:17][CH:16]=[CH:15][CH:14]=1. The yield is 0.870. (4) The reactants are [C:1]([O:5][C:6]([N:8]1[CH2:13][CH2:12][CH:11](OC2C3C(=CC=CC=3)N(C3C=CC(Cl)=CC=3)N=2)[CH2:10][CH2:9]1)=[O:7])([CH3:4])([CH3:3])[CH3:2].[F:31][C:32]1[CH:40]=[CH:39][CH:38]=[C:37]2[C:33]=1[C:34]([OH:48])=[N:35][N:36]2[C:41]1[CH:46]=[CH:45][CH:44]=[CH:43][C:42]=1[F:47].CCN(P1(N(CC2C=CC=CC=2)CCCN1C)=NC(C)(C)C)CC.C=CC1C=CC=CC=1.C=CC1C=CC(C=C)=CC=1.C(OC(N1CCC(OS(C)(=O)=O)CC1)=O)(C)(C)C. The catalyst is CN(C=O)C. The product is [C:1]([O:5][C:6]([N:8]1[CH2:13][CH2:12][CH:11]([O:48][C:34]2[C:33]3[C:37](=[CH:38][CH:39]=[CH:40][C:32]=3[F:31])[N:36]([C:41]3[CH:46]=[CH:45][CH:44]=[CH:43][C:42]=3[F:47])[N:35]=2)[CH2:10][CH2:9]1)=[O:7])([CH3:4])([CH3:2])[CH3:3]. The yield is 0.510. (5) The reactants are [C:1]([OH:8])(=[O:7])/[CH:2]=[CH:3]\[C:4]([OH:6])=[O:5].[F:9][C:10]1[CH:15]=[CH:14][C:13]([CH2:16][C:17]2[C:26]3[C:21](=[CH:22][CH:23]=[CH:24][CH:25]=3)[C:20](=[O:27])[NH:19][N:18]=2)=[CH:12][C:11]=1[N:28]1[C:32](=[O:33])[CH:31]([CH3:34])[N:30]([CH2:35][CH2:36][N:37]2[CH2:41][CH2:40][CH2:39][CH2:38]2)[C:29]1=[O:42]. The catalyst is CO. The product is [C:1]([OH:8])(=[O:7])/[CH:2]=[CH:3]\[C:4]([OH:6])=[O:5].[F:9][C:10]1[CH:15]=[CH:14][C:13]([CH2:16][C:17]2[C:26]3[C:21](=[CH:22][CH:23]=[CH:24][CH:25]=3)[C:20](=[O:27])[NH:19][N:18]=2)=[CH:12][C:11]=1[N:28]1[C:32](=[O:33])[CH:31]([CH3:34])[N:30]([CH2:35][CH2:36][N:37]2[CH2:38][CH2:39][CH2:40][CH2:41]2)[C:29]1=[O:42]. The yield is 0.780. (6) The reactants are [C:1]([O:5][C:6](=[O:16])[CH2:7][C@H:8]([CH2:12][CH:13]([CH3:15])[CH3:14])[C:9]([OH:11])=O)([CH3:4])([CH3:3])[CH3:2].C(Cl)CCl.C1C=CC2N(O)N=NC=2C=1.[NH2:31][C@@H:32]([CH2:37][CH2:38][C:39]1[CH:44]=[CH:43][CH:42]=[CH:41][CH:40]=1)[C:33]([NH:35][CH3:36])=[O:34].C(N(CC)CC)C. The catalyst is CN(C=O)C. The product is [CH3:14][CH:13]([CH3:15])[CH2:12][C@H:8]([C:9](=[O:11])[NH:31][C@@H:32]([CH2:37][CH2:38][C:39]1[CH:40]=[CH:41][CH:42]=[CH:43][CH:44]=1)[C:33]([NH:35][CH3:36])=[O:34])[CH2:7][C:6]([O:5][C:1]([CH3:2])([CH3:3])[CH3:4])=[O:16]. The yield is 0.790.